From a dataset of Reaction yield outcomes from USPTO patents with 853,638 reactions. Predict the reaction yield, written as a fraction of the theoretical maximum amount of product (1.0 means a 100% yield; for example, 0.34 means a 34% yield). (1) The reactants are [CH:1]([CH:4]1[C:13](=O)[C:12]2[C:11]([C:15](OC)=[O:16])=[CH:10][CH:9]=[CH:8][C:7]=2[NH:6][CH:5]1[C:19]1[CH:24]=[CH:23][CH:22]=[CH:21][CH:20]=1)([CH3:3])[CH3:2].O.[NH2:26][NH2:27]. No catalyst specified. The product is [CH:1]([CH:4]1[C:13]2=[N:26][NH:27][C:15](=[O:16])[C:11]3[CH:10]=[CH:9][CH:8]=[C:7]([C:12]=32)[NH:6][CH:5]1[C:19]1[CH:20]=[CH:21][CH:22]=[CH:23][CH:24]=1)([CH3:2])[CH3:3]. The yield is 0.150. (2) The reactants are C1(P(C2CCCCC2)C2C=CC=CC=2C2C(OC)=CC=CC=2OC)CCCCC1.P([O-])([O-])([O-])=O.[K+].[K+].[K+].[CH3:38][O:39][C:40](=[O:50])[CH2:41][C:42]1[CH:47]=[CH:46][C:45](Cl)=[CH:44][C:43]=1[F:49].[CH2:51]([C:53]([OH:85])([CH2:83][CH3:84])/[CH:54]=[CH:55]/[C:56]1[CH:61]=[CH:60][C:59]([C:62]([CH2:80][CH3:81])([C:65]2[CH:70]=[CH:69][C:68](B3OC(C)(C)C(C)(C)O3)=[CH:67][CH:66]=2)[CH2:63][CH3:64])=[CH:58][C:57]=1[CH3:82])[CH3:52]. The catalyst is O.C1(C)C=CC=CC=1.C([O-])(=O)C.[Pd+2].C([O-])(=O)C. The product is [CH3:38][O:39][C:40](=[O:50])[CH2:41][C:42]1[CH:47]=[CH:46][C:45]([C:68]2[CH:67]=[CH:66][C:65]([C:62]([CH2:80][CH3:81])([C:59]3[CH:60]=[CH:61][C:56](/[CH:55]=[CH:54]/[C:53]([CH2:83][CH3:84])([OH:85])[CH2:51][CH3:52])=[C:57]([CH3:82])[CH:58]=3)[CH2:63][CH3:64])=[CH:70][CH:69]=2)=[CH:44][C:43]=1[F:49]. The yield is 0.730. (3) The yield is 0.850. The product is [CH2:1]([O:8][C:9]([N:11]1[C@H:12]([CH3:13])[C:14](=[O:16])[O:15][CH2:17]1)=[O:10])[C:2]1[CH:3]=[CH:4][CH:5]=[CH:6][CH:7]=1. The catalyst is C1(C)C=CC=CC=1.O.C1(C)C=CC(S(O)(=O)=O)=CC=1. The reactants are [CH2:1]([O:8][C:9]([NH:11][C@@H:12]([C:14]([OH:16])=[O:15])[CH3:13])=[O:10])[C:2]1[CH:7]=[CH:6][CH:5]=[CH:4][CH:3]=1.[CH2:17]=O. (4) The reactants are [Cl:1][C:2]1[C:3]([NH:16][C:17]2[N:27]=[C:26]3[C:20]([N:21]([CH3:34])[C:22](=[O:33])[CH2:23][CH2:24][N:25]3[CH:28]3[CH2:32][CH2:31][CH2:30][CH2:29]3)=[CH:19][N:18]=2)=[CH:4][C:5]([F:15])=[C:6]([CH:14]=1)[C:7]([O:9]C(C)(C)C)=[O:8].FC(F)(F)C(O)=O. The catalyst is C(Cl)Cl. The product is [Cl:1][C:2]1[C:3]([NH:16][C:17]2[N:27]=[C:26]3[C:20]([N:21]([CH3:34])[C:22](=[O:33])[CH2:23][CH2:24][N:25]3[CH:28]3[CH2:32][CH2:31][CH2:30][CH2:29]3)=[CH:19][N:18]=2)=[CH:4][C:5]([F:15])=[C:6]([CH:14]=1)[C:7]([OH:9])=[O:8]. The yield is 1.00. (5) The reactants are [C:1]1(=[O:7])[CH2:6][CH2:5][CH2:4][CH:3]=[CH:2]1.Br[CH:9]([C:15]([O:17][CH2:18][CH3:19])=[O:16])[C:10]([O:12][CH2:13][CH3:14])=[O:11].C[Si](Cl)(C)C. The catalyst is C1COCC1. The product is [O:7]=[C:1]1[CH2:6][CH2:5][CH2:4][CH:3]([CH:9]([C:10]([O:12][CH2:13][CH3:14])=[O:11])[C:15]([O:17][CH2:18][CH3:19])=[O:16])[CH2:2]1. The yield is 0.710. (6) The reactants are [N:1]1[N:2]([C:10]2[C:15]([OH:16])=[CH:14][C:13]([OH:17])=[CH:12][CH:11]=2)[N:3]=[C:4]2[CH:9]=[CH:8][CH:7]=[CH:6][C:5]=12.C(=O)([O-])[O-].[Na+].[Na+].[CH2:24]([CH:26]([CH2:29][CH2:30][CH2:31][CH3:32])[CH2:27]Br)[CH3:25]. The catalyst is CC(CC(C)C)=O.CN(C)C=O. The product is [CH2:24]([CH:26]([CH2:29][CH2:30][CH2:31][CH3:32])[CH2:27][O:17][C:13]1[CH:12]=[CH:11][C:10]([N:2]2[N:3]=[C:4]3[CH:9]=[CH:8][CH:7]=[CH:6][C:5]3=[N:1]2)=[C:15]([OH:16])[CH:14]=1)[CH3:25]. The yield is 0.767. (7) The reactants are [CH:1]([CH:4]([C@H:14]1[CH2:17][C@H:16](CS([O-])(=O)=O)[CH2:15]1)[C:5]([CH:11]([CH3:13])[CH3:12])([CH:8]([CH3:10])[CH3:9])[O:6][SiH3:7])([CH3:3])[CH3:2].[N:23]1[C:31]([NH2:32])=[C:30]2[C:26]([N:27]=[CH:28][NH:29]2)=[N:25][CH:24]=1.C([O-])([O-])=O.[Cs+].[Cs+]. The catalyst is CN(C=O)C. The product is [CH:1]([CH:4]([C@@H:14]1[CH2:15][C@H:16]([N:27]2[CH:28]=[N:29][C:30]3[C:26]2=[N:25][CH:24]=[N:23][C:31]=3[NH2:32])[CH2:17]1)[C:5]([CH:8]([CH3:9])[CH3:10])([CH:11]([CH3:12])[CH3:13])[O:6][SiH3:7])([CH3:3])[CH3:2]. The yield is 0.470.